Dataset: Full USPTO retrosynthesis dataset with 1.9M reactions from patents (1976-2016). Task: Predict the reactants needed to synthesize the given product. (1) Given the product [OH:10][C:9]1[C:8]2[CH:11]=[CH:12][CH:13]=[CH:14][C:7]=2[O:6][C:5](=[O:15])[C:4]=1[C:1](=[O:3])[CH:2]=[CH:25][C:24]1[CH:27]=[CH:28][CH:29]=[C:22]([NH:21][C:19](=[O:20])[CH2:18][O:17][CH3:16])[CH:23]=1, predict the reactants needed to synthesize it. The reactants are: [C:1]([C:4]1[C:5](=[O:15])[O:6][C:7]2[CH:14]=[CH:13][CH:12]=[CH:11][C:8]=2[C:9]=1[OH:10])(=[O:3])[CH3:2].[CH3:16][O:17][CH2:18][C:19]([NH:21][C:22]1[CH:23]=[C:24]([CH:27]=[CH:28][CH:29]=1)[CH:25]=O)=[O:20].N1CCCCC1.O. (2) Given the product [CH2:1]([O:8][C:9]1[CH:14]=[CH:13][C:12]([C:25]([C:26]2[CH:31]=[CH:30][C:29]([O:32][CH3:33])=[CH:28][C:27]=2[O:34][CH2:35][O:36][CH3:37])=[O:38])=[C:11]([CH3:16])[CH:10]=1)[C:2]1[CH:7]=[CH:6][CH:5]=[CH:4][CH:3]=1, predict the reactants needed to synthesize it. The reactants are: [CH2:1]([O:8][C:9]1[CH:14]=[CH:13][C:12](Br)=[C:11]([CH3:16])[CH:10]=1)[C:2]1[CH:7]=[CH:6][CH:5]=[CH:4][CH:3]=1.C([Li])CCC.CON(C)[C:25](=[O:38])[C:26]1[CH:31]=[CH:30][C:29]([O:32][CH3:33])=[CH:28][C:27]=1[O:34][CH2:35][O:36][CH3:37].